This data is from Catalyst prediction with 721,799 reactions and 888 catalyst types from USPTO. The task is: Predict which catalyst facilitates the given reaction. (1) Reactant: [CH2:1]([O:3][C:4]([C:6]1[CH:7]=[N:8][C:9]2[C:14]([C:15]=1O)=[CH:13][C:12]([Br:17])=[CH:11][CH:10]=2)=[O:5])[CH3:2].P(Cl)(Cl)([Cl:20])=O. Product: [Br:17][C:12]1[CH:13]=[C:14]2[C:9](=[CH:10][CH:11]=1)[N:8]=[CH:7][C:6]([C:4]([O:3][CH2:1][CH3:2])=[O:5])=[C:15]2[Cl:20]. The catalyst class is: 9. (2) Reactant: [Cl:1][C:2]1[CH:31]=[C:30]([Cl:32])[CH:29]=[CH:28][C:3]=1[CH2:4][N:5]1[CH2:9][C@H:8]([C:10]2[CH:14]=[CH:13][S:12][CH:11]=2)[C@@H:7]([CH2:15][N:16]2[CH2:21][CH2:20][CH:19]([CH2:22][O:23][CH2:24][CH2:25][CH2:26][OH:27])[CH2:18][CH2:17]2)[CH2:6]1.[C:33](OC(=O)C)(=[O:35])[CH3:34].N1C=CC=CC=1.C([O-])([O-])=O.[Na+].[Na+]. Product: [Cl:1][C:2]1[CH:31]=[C:30]([Cl:32])[CH:29]=[CH:28][C:3]=1[CH2:4][N:5]1[CH2:9][C@H:8]([C:10]2[CH:14]=[CH:13][S:12][CH:11]=2)[C@@H:7]([CH2:15][N:16]2[CH2:21][CH2:20][CH:19]([CH2:22][O:23][CH2:24][CH2:25][CH2:26][O:27][C:33](=[O:35])[CH3:34])[CH2:18][CH2:17]2)[CH2:6]1. The catalyst class is: 79.